Dataset: Forward reaction prediction with 1.9M reactions from USPTO patents (1976-2016). Task: Predict the product of the given reaction. Given the reactants Cl[C:2]1[C:7]([C:8]#[N:9])=[CH:6][N:5]=[C:4]([S:10][CH3:11])[N:3]=1.CCN(C(C)C)C(C)C.[NH2:21][C@H:22]1[CH2:27][CH2:26][C@@H:25]([OH:28])[C:24]([CH3:30])([CH3:29])[CH2:23]1, predict the reaction product. The product is: [OH:28][C@@H:25]1[CH2:26][CH2:27][C@H:22]([NH:21][C:2]2[C:7]([C:8]#[N:9])=[CH:6][N:5]=[C:4]([S:10][CH3:11])[N:3]=2)[CH2:23][C:24]1([CH3:30])[CH3:29].